Dataset: Reaction yield outcomes from USPTO patents with 853,638 reactions. Task: Predict the reaction yield, written as a fraction of the theoretical maximum amount of product (1.0 means a 100% yield; for example, 0.34 means a 34% yield). (1) The reactants are [CH2:1]([C@H:3]1[C@@H:7]([C:8]2[N:12]3[C:13]4[CH:19]=[CH:18][N:17](S(C5C=CC(C)=CC=5)(=O)=O)[C:14]=4[N:15]=[CH:16][C:11]3=[N:10][N:9]=2)[CH2:6][C@@H:5]([NH:30][S:31]([CH:34]2[CH2:36][CH2:35]2)(=[O:33])=[O:32])[CH2:4]1)[CH3:2].O1CCOCC1.[OH-].[Na+].CCOC(C)=O. The catalyst is O.CO. The product is [CH2:1]([C@H:3]1[C@@H:7]([C:8]2[N:12]3[C:13]4[CH:19]=[CH:18][NH:17][C:14]=4[N:15]=[CH:16][C:11]3=[N:10][N:9]=2)[CH2:6][C@@H:5]([NH:30][S:31]([CH:34]2[CH2:36][CH2:35]2)(=[O:33])=[O:32])[CH2:4]1)[CH3:2]. The yield is 0.670. (2) The reactants are [CH:1](=[O:10])[CH2:2][CH2:3][C:4]1[CH:9]=[CH:8][CH:7]=[CH:6][CH:5]=1.[CH:11]([Mg]Br)=[CH2:12].[NH4+].[Cl-]. The catalyst is C1COCC1. The product is [C:4]1([CH2:3][CH2:2][CH:1]([OH:10])[CH:11]=[CH2:12])[CH:9]=[CH:8][CH:7]=[CH:6][CH:5]=1. The yield is 0.630. (3) The reactants are [F:1][C:2]1[CH:7]=[C:6]([F:8])[CH:5]=[CH:4][C:3]=1[C:9]1[C:10]2[CH:16]=[C:15]([C:17]([OH:19])=O)[S:14][C:11]=2[NH:12][N:13]=1.Cl.C[N:22](C)CCCN=C=NCC.[OH:32][N:33]1[C:37]2[N:38]=[CH:39][CH:40]=[CH:41][C:36]=2N=N1.CN1CCOCC1. The catalyst is CN(C)C=O. The product is [F:1][C:2]1[CH:7]=[C:6]([F:8])[CH:5]=[CH:4][C:3]=1[C:9]1[C:10]2[CH:16]=[C:15]([C:17]([NH:22][C@@H:40]([C:39]3[O:32][N:33]=[C:37]([CH3:36])[N:38]=3)[CH3:41])=[O:19])[S:14][C:11]=2[NH:12][N:13]=1. The yield is 0.760. (4) The reactants are [C:1]([O:6][CH2:7][CH3:8])(=[O:5])[CH:2]([CH3:4])[CH3:3].CN1[C:15](=[O:16])N(C)CCC1.[Li+].CC([N-][CH:23]([CH3:25])[CH3:24])C.Br[CH2:27][C:28]1[CH:33]=[CH:32][C:31]([C:34]([C:36]2[CH:41]=[CH:40][C:39]([CH2:42]Br)=[CH:38][CH:37]=2)=[O:35])=[CH:30][CH:29]=1.C1C[O:47][CH2:46][CH2:45]1. No catalyst specified. The product is [CH2:46]([O:47][C:15](=[O:16])[C:23]([CH3:24])([CH3:25])[CH2:27][C:28]1[CH:33]=[CH:32][C:31]([C:34](=[O:35])[C:36]2[CH:41]=[CH:40][C:39]([CH2:42][C:2]([C:1]([O:6][CH2:7][CH3:8])=[O:5])([CH3:4])[CH3:3])=[CH:38][CH:37]=2)=[CH:30][CH:29]=1)[CH3:45]. The yield is 0.340. (5) The reactants are [C:1]([NH:5][C:6]1[CH:11]=[C:10]([O:12][CH2:13][CH2:14][C:15]2[CH:19]=[CH:18][S:17][CH:16]=2)[C:9](I)=[CH:8][N:7]=1)([CH3:4])([CH3:3])[CH3:2].C1(P(C2C=CC=CC=2)C2C=CC=CC=2)C=CC=CC=1. The catalyst is C([O-])(=O)C.[Pd+2].C([O-])(=O)C. The product is [C:1]([NH:5][C:6]1[N:7]=[CH:8][C:9]2[C:16]3[S:17][CH:18]=[CH:19][C:15]=3[CH2:14][CH2:13][O:12][C:10]=2[CH:11]=1)([CH3:4])([CH3:3])[CH3:2]. The yield is 0.420.